From a dataset of Forward reaction prediction with 1.9M reactions from USPTO patents (1976-2016). Predict the product of the given reaction. (1) Given the reactants FC(F)(F)S(O[C:7]1[CH:18]=[C:17]([Cl:19])[C:10]2[C:11]([CH:14]3[CH2:16][CH2:15]3)=[N:12][O:13][C:9]=2[CH:8]=1)(=O)=O.[C:22](=[O:29])([O:24][C:25]([CH3:28])([CH3:27])[CH3:26])[NH2:23].CC([O-])(C)C.[Na+].C(P(C(C)(C)C)C1C=CC=CC=1C1C(C(C)C)=CC(C(C)C)=CC=1C(C)C)(C)(C)C, predict the reaction product. The product is: [C:25]([O:24][C:22](=[O:29])[NH:23][C:7]1[CH:18]=[C:17]([Cl:19])[C:10]2[C:11]([CH:14]3[CH2:16][CH2:15]3)=[N:12][O:13][C:9]=2[CH:8]=1)([CH3:28])([CH3:27])[CH3:26]. (2) Given the reactants [C:1]1([CH2:7][CH2:8]/[CH:9]=[CH:10]/[CH:11]=[CH:12]/[CH2:13][NH:14]C(=O)OC(C)(C)C)[CH:6]=[CH:5][CH:4]=[CH:3][CH:2]=1, predict the reaction product. The product is: [C:1]1([CH2:7][CH2:8]/[CH:9]=[CH:10]/[CH:11]=[CH:12]/[CH2:13][NH2:14])[CH:6]=[CH:5][CH:4]=[CH:3][CH:2]=1. (3) Given the reactants [BH4-].[Na+].[CH:3](=[O:13])[CH2:4][CH2:5]/[CH:6]=[CH:7]/[CH2:8][CH2:9][CH2:10][CH2:11][CH3:12].[NH4+].[Cl-], predict the reaction product. The product is: [CH2:3]([OH:13])[CH2:4][CH2:5]/[CH:6]=[CH:7]/[CH2:8][CH2:9][CH2:10][CH2:11][CH3:12]. (4) The product is: [NH2:22][S:19]([C:15]1[CH:14]=[C:13]([N:11]2[C:12]3[C:8](=[CH:7][CH:6]=[C:5]4[CH:26]=[CH:27][C:2]([NH:1][C:31](=[O:32])[C:30]5[CH:34]=[CH:35][CH:36]=[CH:37][C:29]=5[Cl:28])=[CH:3][C:4]4=3)[C:9]([C:23]([NH2:25])=[O:24])=[N:10]2)[CH:18]=[CH:17][CH:16]=1)(=[O:21])=[O:20]. Given the reactants [NH2:1][C:2]1[CH:27]=[CH:26][C:5]2=[CH:6][CH:7]=[C:8]3[C:12]([N:11]([C:13]4[CH:18]=[CH:17][CH:16]=[C:15]([S:19]([NH2:22])(=[O:21])=[O:20])[CH:14]=4)[N:10]=[C:9]3[C:23]([NH2:25])=[O:24])=[C:4]2[CH:3]=1.[Cl:28][C:29]1[CH:37]=[CH:36][CH:35]=[CH:34][C:30]=1[C:31](Cl)=[O:32].C(O)C(N)(CO)CO, predict the reaction product. (5) Given the reactants [Cl:1][C:2]1[CH:3]=[C:4]2[C:12](=[CH:13][CH:14]=1)[NH:11][C:10]1[CH:9]([NH2:15])[CH2:8][CH2:7][CH2:6][C:5]2=1.[F:16][C:17]1[CH:25]=[CH:24][CH:23]=[CH:22][C:18]=1[C:19](Cl)=[O:20], predict the reaction product. The product is: [Cl:1][C:2]1[CH:3]=[C:4]2[C:12](=[CH:13][CH:14]=1)[NH:11][C:10]1[CH:9]([NH:15][C:19](=[O:20])[C:18]3[CH:22]=[CH:23][CH:24]=[CH:25][C:17]=3[F:16])[CH2:8][CH2:7][CH2:6][C:5]2=1. (6) Given the reactants [CH:1]([NH:4][CH2:5][CH2:6][O:7][C:8]1[CH:13]=[CH:12][C:11]([C:14]2[N:19]=[C:18]([C:20]#[N:21])[C:17]3[N:22]=[CH:23][N:24]([CH3:25])[C:16]=3[CH:15]=2)=[CH:10][C:9]=1[C:26]([F:29])([F:28])[F:27])([CH3:3])[CH3:2].CCN(C(C)C)C(C)C.[C:39](Cl)(=[O:41])[CH3:40], predict the reaction product. The product is: [C:39]([N:4]([CH2:5][CH2:6][O:7][C:8]1[CH:13]=[CH:12][C:11]([C:14]2[N:19]=[C:18]([C:20]#[N:21])[C:17]3[N:22]=[CH:23][N:24]([CH3:25])[C:16]=3[CH:15]=2)=[CH:10][C:9]=1[C:26]([F:27])([F:28])[F:29])[CH:1]([CH3:3])[CH3:2])(=[O:41])[CH3:40]. (7) Given the reactants [C:1]([O:5][C:6]([N:8]1[CH2:13][CH2:12][N:11]([C:14]2[CH:19]=[CH:18][C:17]([NH2:20])=[C:16]([CH3:21])[N:15]=2)[CH2:10][CH2:9]1)=[O:7])([CH3:4])([CH3:3])[CH3:2].[C:22]([C:26]1[CH:27]=[C:28]([NH:38][C:39](=O)[O:40]CC(Cl)(Cl)Cl)[N:29]([C:31]2[CH:36]=[CH:35][C:34]([CH3:37])=[CH:33][CH:32]=2)[N:30]=1)([CH3:25])([CH3:24])[CH3:23].CCN(C(C)C)C(C)C.C(OCC)C, predict the reaction product. The product is: [C:1]([O:5][C:6]([N:8]1[CH2:13][CH2:12][N:11]([C:14]2[CH:19]=[CH:18][C:17]([NH:20][C:39]([NH:38][C:28]3[N:29]([C:31]4[CH:36]=[CH:35][C:34]([CH3:37])=[CH:33][CH:32]=4)[N:30]=[C:26]([C:22]([CH3:25])([CH3:24])[CH3:23])[CH:27]=3)=[O:40])=[C:16]([CH3:21])[N:15]=2)[CH2:10][CH2:9]1)=[O:7])([CH3:4])([CH3:3])[CH3:2]. (8) Given the reactants [C:1]1([OH:7])[CH:6]=[CH:5][CH:4]=[CH:3][CH:2]=1.[H-].[Na+].[F:10][C:11]1[CH:16]=[CH:15][C:14]([C:17]2[C:18](=[O:34])[N:19]([CH3:33])[N:20]([CH3:32])[C:21]=2[C:22]2[CH:27]=[CH:26][N:25]=[C:24](S(C)(=O)=O)[N:23]=2)=[CH:13][CH:12]=1, predict the reaction product. The product is: [F:10][C:11]1[CH:16]=[CH:15][C:14]([C:17]2[C:18](=[O:34])[N:19]([CH3:33])[N:20]([CH3:32])[C:21]=2[C:22]2[CH:27]=[CH:26][N:25]=[C:24]([O:7][C:1]3[CH:6]=[CH:5][CH:4]=[CH:3][CH:2]=3)[N:23]=2)=[CH:13][CH:12]=1.